This data is from Catalyst prediction with 721,799 reactions and 888 catalyst types from USPTO. The task is: Predict which catalyst facilitates the given reaction. Reactant: N(C1CCCCC1)=[C:2]=[O:3].[CH:10]1([CH2:16][NH2:17])[CH2:15][CH2:14][CH2:13][CH2:12][CH2:11]1.[F:18][C:19]1[CH:24]=[CH:23][C:22]([S:25]([NH:28][CH2:29][CH2:30][CH2:31][CH2:32][NH:33][C:34](=[O:41])[C@H:35]([CH2:37][CH:38]([CH3:40])[CH3:39])[NH2:36])(=[O:27])=[O:26])=[C:21]([C:42]([F:45])([F:44])[F:43])[CH:20]=1.C(N(CC)CC)C. Product: [CH:10]1([CH2:16][NH:17][C:2]([NH:36][C@H:35]([C:34]([NH:33][CH2:32][CH2:31][CH2:30][CH2:29][NH:28][S:25]([C:22]2[CH:23]=[CH:24][C:19]([F:18])=[CH:20][C:21]=2[C:42]([F:45])([F:43])[F:44])(=[O:27])=[O:26])=[O:41])[CH2:37][CH:38]([CH3:40])[CH3:39])=[O:3])[CH2:15][CH2:14][CH2:13][CH2:12][CH2:11]1. The catalyst class is: 1.